From a dataset of Peptide-MHC class I binding affinity with 185,985 pairs from IEDB/IMGT. Regression. Given a peptide amino acid sequence and an MHC pseudo amino acid sequence, predict their binding affinity value. This is MHC class I binding data. The peptide sequence is KIRLRPGGK. The MHC is HLA-C06:02 with pseudo-sequence HLA-C06:02. The binding affinity (normalized) is 0.